From a dataset of Full USPTO retrosynthesis dataset with 1.9M reactions from patents (1976-2016). Predict the reactants needed to synthesize the given product. (1) Given the product [CH3:2][O:3][CH2:4][C@H:5]1[N:6]([CH2:18][CH2:19][OH:20])[CH2:7][CH2:8][O:9][CH2:10]1, predict the reactants needed to synthesize it. The reactants are: Cl.[CH3:2][O:3][CH2:4][C@@H:5]1[CH2:10][O:9][CH2:8][CH2:7][NH:6]1.C(N(CC)CC)C.[CH2:18]1[O:20][CH2:19]1. (2) Given the product [Br:1][C:2]1[CH:3]=[C:4]2[C:9](=[C:10]([O:12][CH3:13])[CH:11]=1)[N:8]=[C:7]([Cl:18])[N:6]=[CH:5]2, predict the reactants needed to synthesize it. The reactants are: [Br:1][C:2]1[CH:3]=[C:4]2[C:9](=[C:10]([O:12][CH3:13])[CH:11]=1)[NH:8][C:7](=O)[N:6]=[CH:5]2.O.O=P(Cl)(Cl)[Cl:18]. (3) Given the product [Br:1][C:2]1[N:3]=[C:4]2[CH:10]=[CH:11][NH:9][C:5]2=[N:6][C:7]=1[Cl:8], predict the reactants needed to synthesize it. The reactants are: [Br:1][C:2]1[N:3]=[C:4]([C:10]#[C:11][Si](C)(C)C)[C:5]([NH2:9])=[N:6][C:7]=1[Cl:8].CC([O-])(C)C.[K+].C([O-])(O)=O.[Na+]. (4) Given the product [CH3:29][C:11]1([CH2:19][C:20]2[CH:25]=[C:24]([F:26])[CH:23]=[C:22]([F:27])[C:21]=2[F:28])[C:10]2[C:15](=[CH:16][CH:17]=[C:8]([C:36]3[CH:37]=[CH:38][CH:39]=[C:34]([O:33][CH2:32][C:31]([F:30])([F:43])[F:44])[CH:35]=3)[CH:9]=2)[CH2:14][NH:13][C:12]1=[O:18], predict the reactants needed to synthesize it. The reactants are: COCCOC.Br[C:8]1[CH:9]=[C:10]2[C:15](=[CH:16][CH:17]=1)[CH2:14][NH:13][C:12](=[O:18])[C:11]2([CH3:29])[CH2:19][C:20]1[CH:25]=[C:24]([F:26])[CH:23]=[C:22]([F:27])[C:21]=1[F:28].[F:30][C:31]([F:44])([F:43])[CH2:32][O:33][C:34]1[CH:35]=[C:36](B(O)O)[CH:37]=[CH:38][CH:39]=1.C(=O)([O-])[O-].[Na+].[Na+].